From a dataset of Full USPTO retrosynthesis dataset with 1.9M reactions from patents (1976-2016). Predict the reactants needed to synthesize the given product. Given the product [CH3:1][C:2]1[S:3][CH:4]=[C:5]([C:7]2[CH:8]=[C:9]([CH:10]=[CH:11][CH:12]=2)[NH2:13])[N:6]=1, predict the reactants needed to synthesize it. The reactants are: [CH3:1][C:2]1[S:3][CH:4]=[C:5]([C:7]2[CH:12]=[CH:11][CH:10]=[C:9]([N+:13]([O-])=O)[CH:8]=2)[N:6]=1.[Cl-].[NH4+].